From a dataset of Reaction yield outcomes from USPTO patents with 853,638 reactions. Predict the reaction yield, written as a fraction of the theoretical maximum amount of product (1.0 means a 100% yield; for example, 0.34 means a 34% yield). The reactants are I[C:2]1[C:10]2[C:5](=[N:6][CH:7]=[C:8]([CH3:11])[CH:9]=2)[N:4]([Si:12]([CH:19]([CH3:21])[CH3:20])([CH:16]([CH3:18])[CH3:17])[CH:13]([CH3:15])[CH3:14])[CH:3]=1.C([Mg]Cl)(C)C.[C:27]([O:31][C:32](=[O:52])[N:33]([C:43]1[CH:48]=[CH:47][C:46]([CH:49]=[O:50])=[C:45]([F:51])[N:44]=1)[CH2:34][C:35]1[CH:40]=[CH:39][C:38]([O:41][CH3:42])=[CH:37][CH:36]=1)([CH3:30])([CH3:29])[CH3:28]. The catalyst is O1CCCC1. The product is [C:27]([O:31][C:32](=[O:52])[N:33]([C:43]1[CH:48]=[CH:47][C:46]([CH:49]([OH:50])[C:2]2[C:10]3[C:5](=[N:6][CH:7]=[C:8]([CH3:11])[CH:9]=3)[N:4]([Si:12]([CH:19]([CH3:21])[CH3:20])([CH:16]([CH3:18])[CH3:17])[CH:13]([CH3:15])[CH3:14])[CH:3]=2)=[C:45]([F:51])[N:44]=1)[CH2:34][C:35]1[CH:36]=[CH:37][C:38]([O:41][CH3:42])=[CH:39][CH:40]=1)([CH3:30])([CH3:28])[CH3:29]. The yield is 0.738.